The task is: Predict the product of the given reaction.. This data is from Forward reaction prediction with 1.9M reactions from USPTO patents (1976-2016). (1) Given the reactants [Cl:1][C:2]1[CH:3]=[CH:4][C:5]([C:11]2[CH:12]=[C:13]3[C:18](=[CH:19][CH:20]=2)[N:17]=[CH:16][CH:15]=[CH:14]3)=[C:6]([CH:10]=1)C(O)=O.C1C=CC(P([N:35]=[N+]=[N-])(C2C=CC=CC=2)=O)=CC=1.[Cl:38][C:39]([Cl:43])([Cl:42])[CH2:40][OH:41].[O:44]1[CH2:49]COCC1, predict the reaction product. The product is: [Cl:1][C:2]1[CH:3]=[CH:4][C:5]([C:11]2[CH:12]=[C:13]3[C:18](=[CH:19][CH:20]=2)[N:17]=[CH:16][CH:15]=[CH:14]3)=[C:6]([NH:35][C:49](=[O:44])[O:41][CH2:40][C:39]([Cl:43])([Cl:42])[Cl:38])[CH:10]=1. (2) Given the reactants [NH:1]1[CH2:4][CH:3]([NH:5][C:6](=[O:12])[O:7][C:8]([CH3:11])(C)C)[CH2:2]1.[O:13]1[CH2:17][CH2:16][C:15](=O)[CH2:14]1.[C:19](O[BH-](OC(=O)C)OC(=O)C)(=O)[CH3:20].[Na+].C([O-])(O)=O.[Na+], predict the reaction product. The product is: [O:13]1[CH2:17][CH2:16][CH:15]([N:1]2[CH2:2][CH:3]([NH:5][C:6](=[O:12])[O:7][CH2:8][CH2:11][CH2:19][CH3:20])[CH2:4]2)[CH2:14]1. (3) Given the reactants [Cl:1][C:2]1[CH:7]=[CH:6][C:5](F)=[C:4]([N+:9]([O-:11])=[O:10])[CH:3]=1.[CH:12]([C:15]1[NH:16][CH:17]=[CH:18][N:19]=1)([CH3:14])[CH3:13].C(N(CC)C(C)C)(C)C, predict the reaction product. The product is: [Cl:1][C:2]1[CH:7]=[CH:6][C:5]([N:16]2[CH:17]=[CH:18][N:19]=[C:15]2[CH:12]([CH3:14])[CH3:13])=[C:4]([N+:9]([O-:11])=[O:10])[CH:3]=1.